Dataset: Reaction yield outcomes from USPTO patents with 853,638 reactions. Task: Predict the reaction yield, written as a fraction of the theoretical maximum amount of product (1.0 means a 100% yield; for example, 0.34 means a 34% yield). (1) The product is [O:14]1[CH:15]=[CH:16][CH:17]=[C:13]1[C:8]1[N:9]=[C:10]([NH:12][C:18]([C:19]2[CH:24]=[CH:23][N:22]=[CH:21][CH:20]=2)=[O:25])[S:11][C:7]=1[C:5](=[O:6])[C:1]([CH3:4])([CH3:2])[CH3:3]. The yield is 0.790. The catalyst is CN(C=O)C. The reactants are [C:1]([C:5]([C:7]1[S:11][C:10]([NH2:12])=[N:9][C:8]=1[C:13]1[O:14][CH:15]=[CH:16][CH:17]=1)=[O:6])([CH3:4])([CH3:3])[CH3:2].[C:18](O)(=[O:25])[C:19]1[CH:24]=[CH:23][N:22]=[CH:21][CH:20]=1.CCN=C=NCCCN(C)C.Cl.O.ON1C2C=CC=CC=2N=N1. (2) The reactants are [Br:1][C:2]1[C:7]([N+:8]([O-:10])=[O:9])=[CH:6][C:5]([OH:11])=[C:4]([CH:12]2[CH2:16][CH2:15][CH2:14][CH2:13]2)[CH:3]=1.[C:17]([O-])([O-])=O.[Cs+].[Cs+].IC. The catalyst is CN(C=O)C. The product is [Br:1][C:2]1[CH:3]=[C:4]([CH:12]2[CH2:16][CH2:15][CH2:14][CH2:13]2)[C:5]([O:11][CH3:17])=[CH:6][C:7]=1[N+:8]([O-:10])=[O:9]. The yield is 0.890. (3) The product is [ClH:20].[F:18][C:12]1[CH:13]=[C:14]([F:17])[CH:15]=[CH:16][C:11]=1[C:10]([CH:7]1[CH2:8][CH2:9][NH:4][CH2:5][CH2:6]1)=[O:19]. The reactants are C([N:4]1[CH2:9][CH2:8][CH:7]([C:10](=[O:19])[C:11]2[CH:16]=[CH:15][C:14]([F:17])=[CH:13][C:12]=2[F:18])[CH2:6][CH2:5]1)(=O)C.[ClH:20]. The yield is 0.850. No catalyst specified. (4) The reactants are O[C:2]1[CH:9]=[CH:8][C:5]([C:6]#[N:7])=[CH:4][CH:3]=1.[C:10](=[O:13])([O-])[O-].[Cs+].[Cs+].BrC[CH:18]1[CH2:23][CH2:22][O:21][CH2:20][CH2:19]1.O. The catalyst is CN(C=O)C. The product is [O:21]1[CH2:22][CH2:23][CH:18]([O:13][CH2:10][C:2]2[CH:9]=[CH:8][C:5]([C:6]#[N:7])=[CH:4][CH:3]=2)[CH2:19][CH2:20]1. The yield is 0.650. (5) The reactants are [N:1]1[CH:6]=[CH:5][CH:4]=[CH:3][C:2]=1[N:7]1[CH:11]=[C:10](C(O)=O)[CH:9]=[N:8]1.C1(P(N=[N+]=[N-])(C2C=CC=CC=2)=[O:22])C=CC=CC=1.C([N:34]([CH2:37]C)CC)C.[C:39]([OH:43])([CH3:42])([CH3:41])[CH3:40]. No catalyst specified. The product is [C:39]([O:43][C:37](=[O:22])[NH:34][C:10]1[CH:9]=[N:8][N:7]([C:2]2[CH:3]=[CH:4][CH:5]=[CH:6][N:1]=2)[CH:11]=1)([CH3:42])([CH3:41])[CH3:40]. The yield is 0.690. (6) The reactants are [N+:1]([C:4]1[CH:8]=[C:7]([CH2:9][OH:10])[NH:6][N:5]=1)([O-:3])=[O:2].C([O-])([O-])=O.[Cs+].[Cs+].[CH3:17][CH:18]1[CH2:20][O:19]1. The catalyst is ClCCl. The product is [OH:10][CH2:9][C:7]1[N:6]([CH2:17][CH:18]([OH:19])[CH3:20])[N:5]=[C:4]([N+:1]([O-:3])=[O:2])[CH:8]=1. The yield is 0.500. (7) The reactants are Cl[C:2]1[CH:7]=[C:6]([O:8][CH2:9][CH2:10][CH2:11][CH:12]2[CH2:17][CH2:16][N:15]([CH3:18])[CH2:14][CH2:13]2)[N:5]=[CH:4][C:3]=1[C:19]1[NH:23]C2C=CC(F)=C(C)C=2N=1.[CH3:30][O-:31].[Na+]. The catalyst is CO. The product is [CH3:30][O:31][C:2]1[C:3]([C:19]#[N:23])=[CH:4][N:5]=[C:6]([O:8][CH2:9][CH2:10][CH2:11][CH:12]2[CH2:17][CH2:16][N:15]([CH3:18])[CH2:14][CH2:13]2)[CH:7]=1. The yield is 1.00.